Dataset: Drug-target binding data from BindingDB using IC50 measurements. Task: Regression. Given a target protein amino acid sequence and a drug SMILES string, predict the binding affinity score between them. We predict pIC50 (pIC50 = -log10(IC50 in M); higher means more potent). Dataset: bindingdb_ic50. (1) The small molecule is O=C(O)c1cc2nc3ccccc3c(=O)n2[nH]1. The target protein (P0A6I6) has sequence MQKRAIYPGTFDPITNGHIDIVTRATQMFDHVILAIAASPSKKPMFTLEERVALAQQATAHLGNVEVVGFSDLMANFARNQHATVLIRGLRAVADFEYEMQLAHMNRHLMPELESVFLMPSKEWSFISSSLVKEVARHQGDVTHFLPENVHQALMAKLA. The pIC50 is 3.6. (2) The small molecule is O=C1CSc2ncsc2N1Cc1cccc(C(F)(F)F)c1. The target protein (O15554) has sequence MGGDLVLGLGALRRRKRLLEQEKSLAGWALVLAGTGIGLMVLHAEMLWFGGCSWALYLFLVKCTISISTFLLLCLIVAFHAKEVQLFMTDNGLRDWRVALTGRQAAQIVLELVVCGLHPAPVRGPPCVQDLGAPLTSPQPWPGFLGQGEALLSLAMLLRLYLVPRAVLLRSGVLLNASYRSIGALNQVRFRHWFVAKLYMNTHPGRLLLGLTLGLWLTTAWVLSVAERQAVNATGHLSDTLWLIPITFLTIGYGDVVPGTMWGKIVCLCTGVMGVCCTALLVAVVARKLEFNKAEKHVHNFMMDIQYTKEMKESAARVLQEAWMFYKHTRRKESHAARRHQRKLLAAINAFRQVRLKHRKLREQVNSMVDISKMHMILYDLQQNLSSSHRALEKQIDTLAGKLDALTELLSTALGPRQLPEPSQQSK. The pIC50 is 6.5.